This data is from Catalyst prediction with 721,799 reactions and 888 catalyst types from USPTO. The task is: Predict which catalyst facilitates the given reaction. (1) Reactant: C[O:2][C:3]1([C:14]2[CH:19]=[CH:18][C:17]([CH3:20])=[C:16]([CH2:21][C:22]3[S:23][C:24]([C:27]4[CH:32]=[CH:31][C:30]([F:33])=[CH:29][CH:28]=4)=[CH:25][CH:26]=3)[CH:15]=2)[O:11][C@H:10]([CH2:12][OH:13])[C@@H:8]([OH:9])[C@H:6]([OH:7])[C@H:4]1[OH:5].C([SiH](CC)CC)C.C(=O)([O-])O.[Na+]. Product: [OH2:2].[C@@H:3]1([C:14]2[CH:19]=[CH:18][C:17]([CH3:20])=[C:16]([CH2:21][C:22]3[S:23][C:24]([C:27]4[CH:28]=[CH:29][C:30]([F:33])=[CH:31][CH:32]=4)=[CH:25][CH:26]=3)[CH:15]=2)[O:11][C@H:10]([CH2:12][OH:13])[C@@H:8]([OH:9])[C@H:6]([OH:7])[C@H:4]1[OH:5].[C@@H:3]1([C:14]2[CH:19]=[CH:18][C:17]([CH3:20])=[C:16]([CH2:21][C:22]3[S:23][C:24]([C:27]4[CH:28]=[CH:29][C:30]([F:33])=[CH:31][CH:32]=4)=[CH:25][CH:26]=3)[CH:15]=2)[O:11][C@H:10]([CH2:12][OH:13])[C@@H:8]([OH:9])[C@H:6]([OH:7])[C@H:4]1[OH:5]. The catalyst class is: 4. (2) Reactant: [CH3:1][C:2]1[N:7]=[C:6]([C:8]([C:24]2[CH:29]=[CH:28][CH:27]=[C:26]([CH3:30])[N:25]=2)([C:10]2[NH:11][CH:12]([C:18]3[CH:23]=[CH:22][CH:21]=[CH:20][N:19]=3)[N:13](COC)[CH:14]=2)O)[CH:5]=[CH:4][CH:3]=1.[PH2](O)=O.I. Product: [CH3:30][C:26]1[N:25]=[C:24]([CH:8]([C:6]2[CH:5]=[CH:4][CH:3]=[C:2]([CH3:1])[N:7]=2)[C:10]2[NH:11][C:12]([C:18]3[CH:23]=[CH:22][CH:21]=[CH:20][N:19]=3)=[N:13][CH:14]=2)[CH:29]=[CH:28][CH:27]=1. The catalyst class is: 15.